From a dataset of Forward reaction prediction with 1.9M reactions from USPTO patents (1976-2016). Predict the product of the given reaction. (1) Given the reactants C(=O)([O-])[O-].[Na+].[Na+].[CH3:7][O:8][C@H:9]1[CH2:13][NH:12][C@@H:11]2[C@@H:14]([OH:17])[CH2:15][O:16][C@H:10]12.[CH:18]1[C:30]2[CH:29]([CH2:31][O:32][C:33](Cl)=[O:34])[C:28]3[C:23](=[CH:24][CH:25]=[CH:26][CH:27]=3)[C:22]=2[CH:21]=[CH:20][CH:19]=1, predict the reaction product. The product is: [OH:17][C@@H:14]1[C@H:11]2[N:12]([C:33]([O:32][CH2:31][CH:29]3[C:28]4[CH:27]=[CH:26][CH:25]=[CH:24][C:23]=4[C:22]4[C:30]3=[CH:18][CH:19]=[CH:20][CH:21]=4)=[O:34])[CH2:13][C@H:9]([O:8][CH3:7])[C@H:10]2[O:16][CH2:15]1. (2) Given the reactants [C:1]([O:5][C:6]([N:8]1[CH2:14][CH2:13][C:12](=[O:15])[N:11]([CH2:16][CH2:17][CH2:18][CH:19](OC)[O:20]C)[CH2:10][CH2:9]1)=[O:7])([CH3:4])([CH3:3])[CH3:2], predict the reaction product. The product is: [C:1]([O:5][C:6]([N:8]1[CH2:14][CH2:13][C:12](=[O:15])[N:11]([CH2:16][CH2:17][CH2:18][CH:19]=[O:20])[CH2:10][CH2:9]1)=[O:7])([CH3:4])([CH3:3])[CH3:2]. (3) Given the reactants [C:1]([O:5][C:6](=[O:18])[C:7]([CH:9]1[CH2:13][C:12]([O:14]CC)=[CH:11][C:10]1=O)=O)([CH3:4])([CH3:3])[CH3:2].Cl.[CH2:20]([NH:27][NH2:28])[C:21]1[CH:26]=[CH:25][CH:24]=[CH:23][CH:22]=1.CC(O)=O, predict the reaction product. The product is: [C:1]([O:5][C:6]([C:7]1[C:9]2[CH2:13][C:12](=[O:14])[CH2:11][C:10]=2[N:27]([CH2:20][C:21]2[CH:26]=[CH:25][CH:24]=[CH:23][CH:22]=2)[N:28]=1)=[O:18])([CH3:2])([CH3:3])[CH3:4]. (4) Given the reactants C[O:2][C:3]1[C:4](=[O:29])[N:5]([CH3:28])[C:6]([C:23]([N:25]([CH3:27])[CH3:26])=[O:24])=[C:7]2[C:12]=1[C:11](=[O:13])[N:10](CC1C=CC(OC)=CC=1)[CH2:9][CH2:8]2.Br, predict the reaction product. The product is: [OH:2][C:3]1[C:4](=[O:29])[N:5]([CH3:28])[C:6]([C:23]([N:25]([CH3:26])[CH3:27])=[O:24])=[C:7]2[C:12]=1[C:11](=[O:13])[NH:10][CH2:9][CH2:8]2. (5) Given the reactants [Cl:1][C:2]1[CH:10]=[CH:9][C:8]2[N:7]([CH3:11])[CH2:6][CH:5]3[CH2:12][N:13](C(OC(C)(C)C)=O)[CH2:14][CH2:15][C:3]=1[C:4]=23.Cl.C(OCC)(=O)C.C(=O)(O)[O-].[Na+], predict the reaction product. The product is: [ClH:1].[Cl:1][C:2]1[CH:10]=[CH:9][C:8]2[N:7]([CH3:11])[CH2:6][CH:5]3[CH2:12][NH:13][CH2:14][CH2:15][C:3]=1[C:4]=23. (6) The product is: [Br:26][C:27]1[CH:28]=[CH:29][C:30]([OH:50])=[C:31]([C:33]2[CH2:38][CH2:37][CH2:36][CH2:35][C:34]=2[C:39]2[N:44]=[C:43]([C:45]([O:47][CH2:48][CH3:49])=[O:46])[CH:42]=[CH:41][CH:40]=2)[CH:32]=1. Given the reactants ClC1C=CC(O)=C(C2CCCCC=2C2N=C(C(OCC)=O)C=CC=2)C=1.[Br:26][C:27]1[CH:28]=[CH:29][C:30]([O:50]C)=[C:31]([C:33]2[CH2:38][CH2:37][CH2:36][CH2:35][C:34]=2[C:39]2[N:44]=[C:43]([C:45]([O:47][CH2:48][CH3:49])=[O:46])[CH:42]=[CH:41][CH:40]=2)[CH:32]=1, predict the reaction product. (7) Given the reactants [C:1]1(=[O:8])[CH2:7][CH2:6][CH2:5][CH2:4][CH2:3][CH2:2]1.O.[Br:10]Br.C(=O)([O-])[O-].[K+].[K+], predict the reaction product. The product is: [Br:10][CH:2]1[CH2:3][CH2:4][CH2:5][CH2:6][CH2:7][C:1]1=[O:8]. (8) Given the reactants C12C=C3N=C(C=C3)C=C3NC(C=C3)=CC3=NC(C=C3)=CC(N1)=CC=2.[CH3:25][N:26]([CH3:30])[CH2:27][CH2:28][NH2:29].[OH:31][C:32]1[CH:39]=[CH:38][CH:37]=[CH:36][C:33]=1[CH:34]=O.Cl, predict the reaction product. The product is: [CH3:25][N:26]([CH3:30])[CH2:27][CH2:28][N:29]=[CH:34][C:33]1[CH:36]=[CH:37][CH:38]=[CH:39][C:32]=1[OH:31].